From a dataset of Reaction yield outcomes from USPTO patents with 853,638 reactions. Predict the reaction yield, written as a fraction of the theoretical maximum amount of product (1.0 means a 100% yield; for example, 0.34 means a 34% yield). (1) The reactants are O=[CH:2][C@H:3]([C@H:5]([C@@H:7]([C@H:9]([CH2:11][OH:12])[OH:10])[OH:8])[OH:6])[OH:4].Cl. No catalyst specified. The product is [C@@H:11]12[O:12][CH2:2][C@H:3]([O:4]1)[C@@H:5]([OH:6])[C@H:7]([OH:8])[C@@H:9]2[OH:10]. The yield is 0.355. (2) The reactants are [CH3:1][O:2][C:3]1[N:8]=[N:7][C:6]([S:9](F)(=[O:11])=[O:10])=[CH:5][CH:4]=1.[CH3:13][NH:14][C:15]1[CH:20]=[CH:19][CH:18]=[CH:17][CH:16]=1. No catalyst specified. The product is [CH3:13][N:14]([C:15]1[CH:20]=[CH:19][CH:18]=[CH:17][CH:16]=1)[S:9]([C:6]1[N:7]=[N:8][C:3]([O:2][CH3:1])=[CH:4][CH:5]=1)(=[O:11])=[O:10]. The yield is 0.530. (3) The yield is 0.930. The reactants are [CH2:1]([O:8][C:9](=[O:23])[NH:10][C:11]1[CH:16]=[CH:15][C:14]([C@H:17]2[CH2:21][CH2:20][CH:19]([OH:22])[CH2:18]2)=[CH:13][CH:12]=1)[C:2]1[CH:7]=[CH:6][CH:5]=[CH:4][CH:3]=1.CCN(CC)CC.[CH3:31][S:32](Cl)(=[O:34])=[O:33].CCOC(C)=O. The catalyst is C(Cl)Cl.CCCCCCC. The product is [CH2:1]([O:8][C:9]([NH:10][C:11]1[CH:12]=[CH:13][C:14]([CH:17]2[CH2:21][CH2:20][C@H:19]([O:22][S:32]([CH3:31])(=[O:34])=[O:33])[CH2:18]2)=[CH:15][CH:16]=1)=[O:23])[C:2]1[CH:7]=[CH:6][CH:5]=[CH:4][CH:3]=1.